This data is from Catalyst prediction with 721,799 reactions and 888 catalyst types from USPTO. The task is: Predict which catalyst facilitates the given reaction. (1) Reactant: [CH3:1][C:2]1[C:3]([NH:22][C@H:23]2[CH2:28][CH2:27][CH2:26][N:25](C(OC(C)(C)C)=O)[CH2:24]2)=[N:4][C:5]2[C:10]([N:11]=1)=[CH:9][CH:8]=[CH:7][C:6]=2[C:12]1[NH:20][C:19]2[CH2:18][CH2:17][NH:16][C:15](=[O:21])[C:14]=2[CH:13]=1.C(O)(C(F)(F)F)=O. Product: [CH3:1][C:2]1[C:3]([NH:22][C@H:23]2[CH2:28][CH2:27][CH2:26][NH:25][CH2:24]2)=[N:4][C:5]2[C:10](=[CH:9][CH:8]=[CH:7][C:6]=2[C:12]2[NH:20][C:19]3[CH2:18][CH2:17][NH:16][C:15](=[O:21])[C:14]=3[CH:13]=2)[N:11]=1. The catalyst class is: 2. (2) Reactant: [CH2:1]([O:4][C:5]1([CH3:34])[CH2:10][CH2:9][N:8]([C:11]2[N:16]3[N:17]=[C:18]([CH2:20][NH2:21])[CH:19]=[C:15]3[N:14]=[C:13]([CH3:22])[C:12]=2[C@H:23]([O:29][C:30]([CH3:33])([CH3:32])[CH3:31])[C:24]([O:26][CH2:27][CH3:28])=[O:25])[CH2:7][CH2:6]1)[CH:2]=[CH2:3].[CH2:35]([N:38]([CH2:44][C:45]1[CH:50]=[CH:49][C:48]([F:51])=[C:47]([CH3:52])[CH:46]=1)[C:39](=[O:43])[C:40](O)=[O:41])[CH:36]=[CH2:37].CCN(C(C)C)C(C)C.CN(C(ON1N=NC2C=CC=NC1=2)=[N+](C)C)C.F[P-](F)(F)(F)(F)F. Product: [CH2:35]([N:38]([CH2:44][C:45]1[CH:50]=[CH:49][C:48]([F:51])=[C:47]([CH3:52])[CH:46]=1)[C:39](=[O:43])[C:40]([NH:21][CH2:20][C:18]1[CH:19]=[C:15]2[N:14]=[C:13]([CH3:22])[C:12]([C@H:23]([O:29][C:30]([CH3:33])([CH3:32])[CH3:31])[C:24]([O:26][CH2:27][CH3:28])=[O:25])=[C:11]([N:8]3[CH2:9][CH2:10][C:5]([O:4][CH2:1][CH:2]=[CH2:3])([CH3:34])[CH2:6][CH2:7]3)[N:16]2[N:17]=1)=[O:41])[CH:36]=[CH2:37]. The catalyst class is: 215. (3) The catalyst class is: 18. Reactant: F[P-](F)(F)(F)(F)F.N1(O[P+](N(C)C)(N(C)C)N(C)C)C2C=CC=CC=2N=N1.[O:28]=[C:29]1[NH:37][C:32]2=[N:33][CH:34]=[CH:35][CH:36]=[C:31]2[C@:30]21[CH2:45][C:44]1[C:39](=[CH:40][CH:41]=[C:42]([C:46]([OH:48])=O)[CH:43]=1)[CH2:38]2.Cl.[NH2:50][C@H:51]1[CH2:56][C@@H:55]([C:57]2[CH:62]=[CH:61][CH:60]=[CH:59][CH:58]=2)[C@@H:54]([CH3:63])[N:53]([CH2:64][C:65]([F:68])([F:67])[F:66])[C:52]1=[O:69].C(N(CC)C(C)C)(C)C. Product: [CH3:63][C@H:54]1[N:53]([CH2:64][C:65]([F:68])([F:66])[F:67])[C:52](=[O:69])[C@@H:51]([NH:50][C:46]([C:42]2[CH:43]=[C:44]3[C:39](=[CH:40][CH:41]=2)[CH2:38][C@:30]2([C:31]4[C:32](=[N:33][CH:34]=[CH:35][CH:36]=4)[NH:37][C:29]2=[O:28])[CH2:45]3)=[O:48])[CH2:56][C@H:55]1[C:57]1[CH:62]=[CH:61][CH:60]=[CH:59][CH:58]=1. (4) Reactant: [ClH:1].O1CCOCC1.[CH2:8]([C:10]1[N:11]=[C:12]([CH:22]2[CH2:27][CH2:26][N:25]([C:28]3[C:29]4[C@H:37]([CH3:38])[CH2:36][C:35](=[O:39])[NH:34][C:30]=4[N:31]=[CH:32][N:33]=3)[CH2:24][CH2:23]2)[N:13]([CH2:15][CH2:16][N:17]2[CH2:21][CH2:20][CH2:19][CH2:18]2)[CH:14]=1)[CH3:9]. Product: [ClH:1].[CH2:8]([C:10]1[N:11]=[C:12]([CH:22]2[CH2:27][CH2:26][N:25]([C:28]3[C:29]4[C@H:37]([CH3:38])[CH2:36][C:35](=[O:39])[NH:34][C:30]=4[N:31]=[CH:32][N:33]=3)[CH2:24][CH2:23]2)[N:13]([CH2:15][CH2:16][N:17]2[CH2:18][CH2:19][CH2:20][CH2:21]2)[CH:14]=1)[CH3:9]. The catalyst class is: 4. (5) Reactant: CS(O[CH2:6][CH2:7][CH:8]([C:12]([F:15])([F:14])[F:13])[CH2:9][CH2:10][CH3:11])(=O)=O.[F:16][C:17]([F:29])([F:28])[CH2:18][CH2:19][S:20]([CH2:23][C:24]([O:26][CH3:27])=[O:25])(=[O:22])=[O:21].C(=O)([O-])[O-].[K+].[K+].Cl. Product: [F:13][C:12]([F:15])([F:14])[CH:8]([CH2:9][CH2:10][CH3:11])[CH2:7][CH2:6][CH:23]([S:20]([CH2:19][CH2:18][C:17]([F:16])([F:28])[F:29])(=[O:21])=[O:22])[C:24]([O:26][CH3:27])=[O:25]. The catalyst class is: 16. (6) Reactant: CN(C)CCCN=C=NCC.[O:12]1[C:16]2[CH:17]=[CH:18][CH:19]=[CH:20][C:15]=2[CH:14]=[C:13]1[C:21]([OH:23])=O.[CH3:24][O:25][C:26](=[O:53])[C@@H:27]([NH:32][C:33]([N:35]1[CH2:41][CH:40]([OH:42])[C@@H:39]([NH:43][C:44](=[O:51])[C@@H:45]([NH2:50])[CH2:46][CH:47]([CH3:49])[CH3:48])[CH2:38][CH2:37][C@H:36]1[CH3:52])=[O:34])[CH2:28][CH:29]([CH3:31])[CH3:30].C(N(C(C)C)CC)(C)C.OC1C2N=NNC=2C=CC=1. Product: [CH3:24][O:25][C:26](=[O:53])[C@@H:27]([NH:32][C:33]([N:35]1[CH2:41][C@H:40]([OH:42])[C@@H:39]([NH:43][C:44](=[O:51])[C@@H:45]([NH:50][C:21]([C:13]2[O:12][C:16]3[CH:17]=[CH:18][CH:19]=[CH:20][C:15]=3[CH:14]=2)=[O:23])[CH2:46][CH:47]([CH3:48])[CH3:49])[CH2:38][CH2:37][C@H:36]1[CH3:52])=[O:34])[CH2:28][CH:29]([CH3:31])[CH3:30]. The catalyst class is: 31.